Dataset: Peptide-MHC class I binding affinity with 185,985 pairs from IEDB/IMGT. Task: Regression. Given a peptide amino acid sequence and an MHC pseudo amino acid sequence, predict their binding affinity value. This is MHC class I binding data. (1) The peptide sequence is DEEPMELDY. The MHC is HLA-A23:01 with pseudo-sequence HLA-A23:01. The binding affinity (normalized) is 0. (2) The peptide sequence is DVRDKRRKY. The MHC is HLA-A68:01 with pseudo-sequence HLA-A68:01. The binding affinity (normalized) is 0. (3) The peptide sequence is EEDLPVTWR. The MHC is HLA-A01:01 with pseudo-sequence HLA-A01:01. The binding affinity (normalized) is 0.0847. (4) The peptide sequence is TTSSREERVL. The MHC is HLA-A02:01 with pseudo-sequence HLA-A02:01. The binding affinity (normalized) is 0. (5) The peptide sequence is GPLRMVLAF. The MHC is HLA-B53:01 with pseudo-sequence HLA-B53:01. The binding affinity (normalized) is 0.556. (6) The peptide sequence is LIGFALFGV. The MHC is HLA-B27:05 with pseudo-sequence HLA-B27:05. The binding affinity (normalized) is 0.213. (7) The peptide sequence is FLKDVMESM. The MHC is HLA-A11:01 with pseudo-sequence HLA-A11:01. The binding affinity (normalized) is 0.0847. (8) The peptide sequence is KLIEGTNIW. The MHC is HLA-B58:01 with pseudo-sequence HLA-B58:01. The binding affinity (normalized) is 0.809. (9) The peptide sequence is TIIALLFAL. The MHC is HLA-A02:01 with pseudo-sequence HLA-A02:01. The binding affinity (normalized) is 0.772.